From a dataset of Catalyst prediction with 721,799 reactions and 888 catalyst types from USPTO. Predict which catalyst facilitates the given reaction. (1) Reactant: [OH:1][C:2]1[CH:3]=[C:4]2[C:8](=[CH:9][CH:10]=1)[NH:7][CH:6]=[CH:5]2.[Si:11](Cl)([C:14]([CH3:17])([CH3:16])[CH3:15])([CH3:13])[CH3:12].N1C=CN=C1. Product: [C:14]([Si:11]([CH3:13])([CH3:12])[O:1][C:2]1[CH:3]=[C:4]2[C:8](=[CH:9][CH:10]=1)[NH:7][CH:6]=[CH:5]2)([CH3:17])([CH3:16])[CH3:15]. The catalyst class is: 9. (2) Reactant: [CH3:1][N:2]1[C:6]([OH:7])=[C:5]([CH3:8])[C:4]([C:9]([F:12])([F:11])[F:10])=[N:3]1.[OH-].[K+].Cl[CH:16]([F:18])[F:17].O. Product: [F:17][CH:16]([F:18])[O:7][C:6]1[N:2]([CH3:1])[N:3]=[C:4]([C:9]([F:11])([F:10])[F:12])[C:5]=1[CH3:8]. The catalyst class is: 41. (3) Reactant: Cl.[F:2][C:3]1[CH:11]=[C:10]2[C:6]([C:7]([C:21]3[CH:22]=[N:23][N:24]([CH:26]4[CH2:31][CH2:30][NH:29][CH2:28][CH2:27]4)[CH:25]=3)=[CH:8][N:9]2[S:12]([C:15]2[CH:20]=[CH:19][CH:18]=[CH:17][CH:16]=2)(=[O:14])=[O:13])=[CH:5][CH:4]=1.C([O-])([O-])=O.[K+].[K+].Br[CH2:39][CH2:40][OH:41]. Product: [F:2][C:3]1[CH:11]=[C:10]2[C:6]([C:7]([C:21]3[CH:22]=[N:23][N:24]([CH:26]4[CH2:31][CH2:30][N:29]([CH2:39][CH2:40][OH:41])[CH2:28][CH2:27]4)[CH:25]=3)=[CH:8][N:9]2[S:12]([C:15]2[CH:16]=[CH:17][CH:18]=[CH:19][CH:20]=2)(=[O:13])=[O:14])=[CH:5][CH:4]=1. The catalyst class is: 3. (4) Reactant: [NH2:1][CH:2]([C:5]1[CH:10]=[CH:9][C:8]([Br:11])=[C:7]([F:12])[CH:6]=1)[CH2:3][OH:4].C([O-])(=O)C.[Na+].[N:18]#[C:19]Br. Product: [Br:11][C:8]1[CH:9]=[CH:10][C:5]([CH:2]2[CH2:3][O:4][C:19]([NH2:18])=[N:1]2)=[CH:6][C:7]=1[F:12]. The catalyst class is: 5.